This data is from Catalyst prediction with 721,799 reactions and 888 catalyst types from USPTO. The task is: Predict which catalyst facilitates the given reaction. (1) The catalyst class is: 122. Reactant: [NH:1]1[C:9]2[C:4](=[CH:5][CH:6]=[N:7][CH:8]=2)[CH:3]=[CH:2]1.[Cl:10][C:11]1[CH:16]=[CH:15][C:14](I)=[CH:13][CH:12]=1.CNCCNC.[O-]P([O-])([O-])=O.[K+].[K+].[K+]. Product: [Cl:10][C:11]1[CH:16]=[CH:15][C:14]([N:1]2[C:9]3=[CH:8][N:7]=[CH:6][CH:5]=[C:4]3[CH:3]=[CH:2]2)=[CH:13][CH:12]=1. (2) Reactant: [Br:1][CH2:2][CH2:3][CH2:4][C:5]([O:7][CH:8]([CH3:10])[CH3:9])=[O:6].[C:11]1([P:17]([C:24]2[CH:29]=[CH:28][CH:27]=[CH:26][CH:25]=2)[C:18]2[CH:23]=[CH:22][CH:21]=[CH:20][CH:19]=2)[CH:16]=[CH:15][CH:14]=[CH:13][CH:12]=1. Product: [Br-:1].[CH:8]([O:7][C:5]([CH2:4][CH2:3][CH2:2][P+:17]([C:18]1[CH:19]=[CH:20][CH:21]=[CH:22][CH:23]=1)([C:24]1[CH:29]=[CH:28][CH:27]=[CH:26][CH:25]=1)[C:11]1[CH:12]=[CH:13][CH:14]=[CH:15][CH:16]=1)=[O:6])([CH3:10])[CH3:9]. The catalyst class is: 11. (3) Reactant: [Li+].[OH-].[O:3]=[C:4]1[N:8]([CH:9]2[CH2:14][CH2:13][N:12]([C:15]([O:17][C@H:18]([CH2:39][C:40]3[CH:45]=[C:44]([CH3:46])[C:43]([OH:47])=[C:42]([CH3:48])[CH:41]=3)[C:19]([N:21]3[CH2:26][CH2:25][CH:24]([CH:27]4[CH2:32][CH2:31][N:30]([CH2:33][C:34]([O:36]CC)=[O:35])[CH2:29][CH2:28]4)[CH2:23][CH2:22]3)=[O:20])=[O:16])[CH2:11][CH2:10]2)[N:7]=[C:6]([C:49]2[CH:54]=[CH:53][CH:52]=[CH:51][CH:50]=2)[NH:5]1. Product: [O:3]=[C:4]1[N:8]([CH:9]2[CH2:14][CH2:13][N:12]([C:15]([O:17][C@H:18]([CH2:39][C:40]3[CH:41]=[C:42]([CH3:48])[C:43]([OH:47])=[C:44]([CH3:46])[CH:45]=3)[C:19]([N:21]3[CH2:26][CH2:25][CH:24]([CH:27]4[CH2:32][CH2:31][N:30]([CH2:33][C:34]([OH:36])=[O:35])[CH2:29][CH2:28]4)[CH2:23][CH2:22]3)=[O:20])=[O:16])[CH2:11][CH2:10]2)[N:7]=[C:6]([C:49]2[CH:50]=[CH:51][CH:52]=[CH:53][CH:54]=2)[NH:5]1. The catalyst class is: 90. (4) Reactant: C(OC([N:8]1[C:16]2[C:11](=[CH:12][CH:13]=[CH:14][CH:15]=2)[C:10]([C:17](=[O:34])[N:18]([CH3:33])[C:19]2[CH:20]=[N:21][C:22]([O:25][C:26]3[C:27]([CH3:32])=[N:28][CH:29]=[CH:30][CH:31]=3)=[CH:23][CH:24]=2)=[CH:9]1)=O)(C)(C)C.C(O)(C(F)(F)F)=O. Product: [CH3:33][N:18]([C:19]1[CH:20]=[N:21][C:22]([O:25][C:26]2[C:27]([CH3:32])=[N:28][CH:29]=[CH:30][CH:31]=2)=[CH:23][CH:24]=1)[C:17]([C:10]1[C:11]2[C:16](=[CH:15][CH:14]=[CH:13][CH:12]=2)[NH:8][CH:9]=1)=[O:34]. The catalyst class is: 4. (5) Reactant: O1CCOCC1.Cl.[NH2:8][CH:9]1[NH:13][C@H:12]([C:14]([O:16][CH2:17][CH3:18])=[O:15])[CH2:11][CH2:10]1.C(N(CC)CC)C.C([CH:28]([C:32](Cl)=[O:33])[C:29](Cl)=[O:30])C. Product: [OH:33][C:32]1[N:8]=[C:9]2[CH2:10][CH2:11][C@@H:12]([C:14]([O:16][CH2:17][CH3:18])=[O:15])[N:13]2[C:29](=[O:30])[CH:28]=1. The catalyst class is: 13. (6) Reactant: [F:1][C:2]1[CH:13]=[C:12]([C:14]2[CH:15]=[N:16][N:17]3[CH:22]=[CH:21][C:20]([N:23]4[C@@H:27]([C:28]5[CH:33]=[CH:32][C:31]([F:34])=[CH:30][N:29]=5)[CH2:26][O:25][C:24]4=[O:35])=[N:19][C:18]=23)[CH:11]=[CH:10][C:3]=1/[CH:4]=[N:5]/[NH:6][C:7]([NH2:9])=[O:8].C([O-])(=O)C.[Na+].BrBr. Product: [NH2:9][C:7]1[O:8][C:4]([C:3]2[CH:10]=[CH:11][C:12]([C:14]3[CH:15]=[N:16][N:17]4[CH:22]=[CH:21][C:20]([N:23]5[C@@H:27]([C:28]6[CH:33]=[CH:32][C:31]([F:34])=[CH:30][N:29]=6)[CH2:26][O:25][C:24]5=[O:35])=[N:19][C:18]=34)=[CH:13][C:2]=2[F:1])=[N:5][N:6]=1. The catalyst class is: 15. (7) Reactant: Cl.[C:2]1([C@H:12]([NH:14][C@H:15]2[CH2:19][CH2:18][N:17]([C:20]3[CH:28]=[CH:27][C:23]([C:24](O)=[O:25])=[CH:22][CH:21]=3)[CH2:16]2)[CH3:13])[C:11]2[C:6](=[CH:7][CH:8]=[CH:9][CH:10]=2)[CH:5]=[CH:4][CH:3]=1.Cl.[CH3:30][O:31][C:32](=[O:36])[C@H:33]([CH3:35])[NH2:34].ON1C2C=CC=CC=2N=N1.C(N(CC)CC)C. Product: [CH3:30][O:31][C:32]([C@@H:33]([NH:34][C:24](=[O:25])[C:23]1[CH:27]=[CH:28][C:20]([N:17]2[CH2:18][CH2:19][C@H:15]([NH:14][C@@H:12]([C:2]3[C:11]4[C:6](=[CH:7][CH:8]=[CH:9][CH:10]=4)[CH:5]=[CH:4][CH:3]=3)[CH3:13])[CH2:16]2)=[CH:21][CH:22]=1)[CH3:35])=[O:36]. The catalyst class is: 248. (8) Reactant: [CH2:1]([C:8]([NH:38]C(=O)OC(C)(C)C)([CH2:36][OH:37])[CH2:9][NH:10][CH2:11][C:12]1[CH:17]=[C:16]([N:18]([CH3:23])[S:19]([CH3:22])(=[O:21])=[O:20])[CH:15]=[C:14]([C:24]([NH:26][C@@H:27]([C:29]2[CH:34]=[CH:33][C:32]([F:35])=[CH:31][CH:30]=2)[CH3:28])=[O:25])[CH:13]=1)[C:2]1[CH:7]=[CH:6][CH:5]=[CH:4][CH:3]=1.[C:46]([OH:52])([C:48]([F:51])([F:50])[F:49])=[O:47]. Product: [NH2:38][C:8]([CH2:1][C:2]1[CH:3]=[CH:4][CH:5]=[CH:6][CH:7]=1)([CH2:36][OH:37])[CH2:9][NH:10][CH2:11][C:12]1[CH:13]=[C:14]([CH:15]=[C:16]([N:18]([CH3:23])[S:19]([CH3:22])(=[O:20])=[O:21])[CH:17]=1)[C:24]([NH:26][C@@H:27]([C:29]1[CH:30]=[CH:31][C:32]([F:35])=[CH:33][CH:34]=1)[CH3:28])=[O:25].[C:46]([OH:52])([C:48]([F:51])([F:50])[F:49])=[O:47]. The catalyst class is: 22. (9) Reactant: [C:1]([O:5][C:6]([N:8]1[C@@H:17]([C:18](O)=[O:19])[CH2:16][C:15]2[C:10](=[CH:11][CH:12]=[CH:13][CH:14]=2)[CH2:9]1)=[O:7])([CH3:4])([CH3:3])[CH3:2].C(N(CC)CC)C.ClC(OCC(C)C)=O.[NH2:36][C@H:37]([C:39]1[CH:48]=[CH:47][C:42]([C:43]([O:45][CH3:46])=[O:44])=[CH:41][CH:40]=1)[CH3:38]. Product: [CH3:46][O:45][C:43]([C:42]1[CH:47]=[CH:48][C:39]([C@@H:37]([NH:36][C:18]([C@H:17]2[CH2:16][C:15]3[C:10](=[CH:11][CH:12]=[CH:13][CH:14]=3)[CH2:9][N:8]2[C:6]([O:5][C:1]([CH3:4])([CH3:3])[CH3:2])=[O:7])=[O:19])[CH3:38])=[CH:40][CH:41]=1)=[O:44]. The catalyst class is: 4.